This data is from Full USPTO retrosynthesis dataset with 1.9M reactions from patents (1976-2016). The task is: Predict the reactants needed to synthesize the given product. Given the product [C:13]1([C:7]2([C:1]3[CH:6]=[CH:5][CH:4]=[CH:3][CH:2]=3)[O:12][CH2:11][CH2:10][N:9]([C:39](=[O:40])[CH2:38][N:21]3[CH2:22][CH2:23][CH2:24][C:25]([C:32]4[CH:37]=[CH:36][CH:35]=[CH:34][CH:33]=4)([C:26]4[CH:31]=[CH:30][CH:29]=[CH:28][CH:27]=4)[C:20]3=[O:19])[CH2:8]2)[CH:14]=[CH:15][CH:16]=[CH:17][CH:18]=1, predict the reactants needed to synthesize it. The reactants are: [C:1]1([C:7]2([C:13]3[CH:18]=[CH:17][CH:16]=[CH:15][CH:14]=3)[O:12][CH2:11][CH2:10][NH:9][CH2:8]2)[CH:6]=[CH:5][CH:4]=[CH:3][CH:2]=1.[O:19]=[C:20]1[C:25]([C:32]2[CH:37]=[CH:36][CH:35]=[CH:34][CH:33]=2)([C:26]2[CH:31]=[CH:30][CH:29]=[CH:28][CH:27]=2)[CH2:24][CH2:23][CH2:22][N:21]1[CH2:38][C:39](O)=[O:40].C(N(C(C)C)CC)(C)C.